From a dataset of Reaction yield outcomes from USPTO patents with 853,638 reactions. Predict the reaction yield, written as a fraction of the theoretical maximum amount of product (1.0 means a 100% yield; for example, 0.34 means a 34% yield). (1) The reactants are [N+:1]([C:4]1[CH:9]=[CH:8][C:7]([OH:10])=[CH:6][CH:5]=1)([O-:3])=[O:2].C([O-])([O-])=O.[K+].[K+].[I-].[Na+].[CH3:19][O:20][C:21](=[O:27])[CH2:22][O:23][CH2:24][CH2:25]Br. The catalyst is CC(C)=O. The product is [CH3:19][O:20][C:21](=[O:27])[CH2:22][O:23][CH2:24][CH2:25][O:10][C:7]1[CH:8]=[CH:9][C:4]([N+:1]([O-:3])=[O:2])=[CH:5][CH:6]=1. The yield is 0.436. (2) The reactants are [F:1][C:2]1[CH:3]=[N:4][C:5]([NH2:8])=[N:6][CH:7]=1.[H-].[Na+].[Cl:11][C:12]1[C:17]([N+:18]([O-:20])=[O:19])=[C:16](Cl)[CH:15]=[C:14]([CH3:22])[N:13]=1.C(O)C. The catalyst is C1COCC1.CCOC(C)=O. The product is [Cl:11][C:12]1[C:17]([N+:18]([O-:20])=[O:19])=[C:16]([NH:8][C:5]2[N:6]=[CH:7][C:2]([F:1])=[CH:3][N:4]=2)[CH:15]=[C:14]([CH3:22])[N:13]=1. The yield is 0.630. (3) The reactants are [OH:1][C:2]1[CH:3]=[C:4]2[C:9](=[CH:10][CH:11]=1)[C:8](=[O:12])[CH2:7][CH2:6][CH2:5]2.F[C:14]1[CH:19]=[CH:18][CH:17]=[C:16]([CH3:20])[N:15]=1.C([O-])([O-])=O.[Cs+].[Cs+].O. The catalyst is CN(C=O)C. The product is [CH3:20][C:16]1[N:15]=[C:14]([O:1][C:2]2[CH:3]=[C:4]3[C:9](=[CH:10][CH:11]=2)[C:8](=[O:12])[CH2:7][CH2:6][CH2:5]3)[CH:19]=[CH:18][CH:17]=1. The yield is 0.260.